This data is from Forward reaction prediction with 1.9M reactions from USPTO patents (1976-2016). The task is: Predict the product of the given reaction. (1) The product is: [Cl:4][C:5]1[CH:6]=[C:7]([CH:10]=[CH:11][CH:12]=1)[CH:8]=[N:2][OH:3]. Given the reactants Cl.[NH2:2][OH:3].[Cl:4][C:5]1[CH:6]=[C:7]([CH:10]=[CH:11][CH:12]=1)[CH:8]=O.[OH-].[Na+], predict the reaction product. (2) Given the reactants [NH2:1][C:2]1[CH:7]=[C:6]([Cl:8])[CH:5]=[CH:4][C:3]=1[S:9]([NH2:12])(=[O:11])=[O:10].[F:13][CH:14]([F:28])[O:15][C:16]1[CH:21]=[CH:20][C:19](/[CH:22]=[CH:23]/[S:24](Cl)(=[O:26])=[O:25])=[CH:18][CH:17]=1.N1C=CC=CC=1, predict the reaction product. The product is: [Cl:8][C:6]1[CH:5]=[CH:4][C:3]([S:9]([NH2:12])(=[O:11])=[O:10])=[C:2]([NH:1][S:24](/[CH:23]=[CH:22]/[C:19]2[CH:20]=[CH:21][C:16]([O:15][CH:14]([F:13])[F:28])=[CH:17][CH:18]=2)(=[O:26])=[O:25])[CH:7]=1. (3) Given the reactants CC(OI1(OC(C)=O)(OC(C)=O)OC(=O)C2C=CC=CC1=2)=O.[OH:23][C@H:24]1[CH2:34][C@@:33]2([CH3:36])[O:35][C@@:25]31[C@@H:37]1[C@@H:29]([N:30]([C:39]4[CH:46]=[CH:45][C:42]([C:43]#[N:44])=[C:41]([C:47]([F:50])([F:49])[F:48])[CH:40]=4)[C:31](=[O:38])[C@H:32]21)[O:28][CH2:27][CH2:26]3.[O-]S([O-])(=S)=O.[Na+].[Na+].C([O-])([O-])=O.[Na+].[Na+], predict the reaction product. The product is: [CH3:36][C@:33]12[O:35][C@:25]3([C@@H:37]4[C@@H:29]([N:30]([C:39]5[CH:46]=[CH:45][C:42]([C:43]#[N:44])=[C:41]([C:47]([F:49])([F:50])[F:48])[CH:40]=5)[C:31](=[O:38])[C@H:32]14)[O:28][CH2:27][CH2:26]3)[C:24](=[O:23])[CH2:34]2. (4) Given the reactants C(OC([N:8]1[C:16]2[CH:15]=[CH:14][C:13]3[CH:17]=[C:18]([C:21]([O:23][CH3:24])=[O:22])[CH:19]=[CH:20][C:12]=3[C:11]=2[CH:10]([CH2:25][Cl:26])[CH2:9]1)=O)(C)(C)C.[N+:27]([O-])([O-:29])=[O:28].[K+].N, predict the reaction product. The product is: [Cl:26][CH2:25][CH:10]1[C:11]2[C:12]3[C:20]([N+:27]([O-:29])=[O:28])=[CH:19][C:18]([C:21]([O:23][CH3:24])=[O:22])=[CH:17][C:13]=3[CH:14]=[CH:15][C:16]=2[NH:8][CH2:9]1. (5) Given the reactants [Br:1][C:2]1[CH:3]=[C:4]2[C:9](=[CH:10][CH:11]=1)[N:8]=[CH:7][C:6]([C:12]([CH:14]1[CH2:16][CH2:15]1)=[O:13])=[C:5]2Cl.[CH3:18][N:19]1[CH2:24][CH2:23][N:22]([CH2:25][C:26]2[CH:32]=[CH:31][C:29]([NH2:30])=[CH:28][CH:27]=2)[CH2:21][CH2:20]1, predict the reaction product. The product is: [Br:1][C:2]1[CH:3]=[C:4]2[C:9](=[CH:10][CH:11]=1)[N:8]=[CH:7][C:6]([C:12]([CH:14]1[CH2:16][CH2:15]1)=[O:13])=[C:5]2[NH:30][C:29]1[CH:28]=[CH:27][C:26]([CH2:25][N:22]2[CH2:21][CH2:20][N:19]([CH3:18])[CH2:24][CH2:23]2)=[CH:32][CH:31]=1. (6) Given the reactants [Si:1]([O:8][C:9]([CH3:15])([CH3:14])[C:10](OC)=[O:11])([C:4]([CH3:7])([CH3:6])[CH3:5])([CH3:3])[CH3:2].CC(C[AlH]CC(C)C)C, predict the reaction product. The product is: [Si:1]([O:8][C:9]([CH3:15])([CH3:14])[CH2:10][OH:11])([C:4]([CH3:7])([CH3:6])[CH3:5])([CH3:3])[CH3:2]. (7) Given the reactants [CH3:1][CH:2]([CH3:6])[CH2:3][CH2:4][OH:5].[H-].[Na+].[H][H].[C:11]([N:15]1[C:20](=[O:21])[C:19](Cl)=[C:18]([Cl:23])[CH:17]=[N:16]1)([CH3:14])([CH3:13])[CH3:12], predict the reaction product. The product is: [C:11]([N:15]1[C:20](=[O:21])[C:19]([O:5][CH2:4][CH2:3][CH:2]([CH3:6])[CH3:1])=[C:18]([Cl:23])[CH:17]=[N:16]1)([CH3:14])([CH3:12])[CH3:13]. (8) Given the reactants [CH2:1](OC(OCC)CBr)[CH3:2].[C:10]([C:14]1[CH:19]=[CH:18][C:17]([SH:20])=[CH:16][CH:15]=1)([CH3:13])([CH3:12])[CH3:11].[H-].[Na+].[Cl-].[NH4+].COCCCC, predict the reaction product. The product is: [C:10]([C:14]1[CH:15]=[CH:16][C:17]2[S:20][CH:1]=[CH:2][C:18]=2[CH:19]=1)([CH3:13])([CH3:11])[CH3:12]. (9) The product is: [F:1][C:2]1[CH:3]=[CH:4][C:5]([CH2:6][N:7]2[C:19](=[O:20])[C:18]3[C:17]([OH:21])=[C:16]4[C:11]([CH:12]=[CH:13][CH:14]=[N:15]4)=[C:10]([O:22][CH3:23])[C:9]=3[CH:8]2[O:24][CH3:27])=[CH:25][CH:26]=1. Given the reactants [F:1][C:2]1[CH:26]=[CH:25][C:5]([CH2:6][N:7]2[C:19](=[O:20])[C:18]3[C:17]([OH:21])=[C:16]4[C:11]([CH:12]=[CH:13][CH:14]=[N:15]4)=[C:10]([O:22][CH3:23])[C:9]=3[CH:8]2[OH:24])=[CH:4][CH:3]=1.[CH2:27](Cl)Cl.C(O)(C(F)(F)F)=O, predict the reaction product. (10) Given the reactants O.C(O)[CH2:3][CH:4]([OH:6])[CH3:5].[CH3:8][CH:9](C)[O-:10].C[CH:13](C)[O-:14].[CH3:8][CH:9](C)[O-:10].C[CH:13](C)[O-:14].[Zr+4], predict the reaction product. The product is: [CH3:5][CH:4]([O:6][C:9]([CH3:8])=[O:10])[CH2:3][O:14][CH3:13].